Dataset: Forward reaction prediction with 1.9M reactions from USPTO patents (1976-2016). Task: Predict the product of the given reaction. Given the reactants [CH3:1][CH:2]1[NH:7][CH2:6][C:5]2[O:8][C:9]([C:11]3[CH:16]=[CH:15][CH:14]=[CH:13][N:12]=3)=[N:10][C:4]=2[CH2:3]1.Br[C:18]1[CH:19]=[C:20]([CH:23]=[C:24]([F:26])[CH:25]=1)[C:21]#[N:22].CC1(C)C2C(=C(P(C3C=CC=CC=3)C3C=CC=CC=3)C=CC=2)OC2C(P(C3C=CC=CC=3)C3C=CC=CC=3)=CC=CC1=2.C([O-])([O-])=O.[Cs+].[Cs+], predict the reaction product. The product is: [F:26][C:24]1[CH:23]=[C:20]([CH:19]=[C:18]([N:7]2[CH:2]([CH3:1])[CH2:3][C:4]3[N:10]=[C:9]([C:11]4[CH:16]=[CH:15][CH:14]=[CH:13][N:12]=4)[O:8][C:5]=3[CH2:6]2)[CH:25]=1)[C:21]#[N:22].